Predict the reactants needed to synthesize the given product. From a dataset of Full USPTO retrosynthesis dataset with 1.9M reactions from patents (1976-2016). The reactants are: Cl.Cl.Cl.[O:4]1[C:12]2[CH:11]=[CH:10][N:9]=[C:8]([N:13]3[CH2:18][CH2:17][N:16]([CH2:19][CH2:20][C@H:21]4[CH2:26][CH2:25][C@H:24]([NH2:27])[CH2:23][CH2:22]4)[CH2:15][CH2:14]3)[C:7]=2[CH2:6][CH2:5]1.[CH3:28][N:29]([CH3:33])[C:30](Cl)=[O:31]. Given the product [O:4]1[C:12]2[CH:11]=[CH:10][N:9]=[C:8]([N:13]3[CH2:18][CH2:17][N:16]([CH2:19][CH2:20][C@H:21]4[CH2:26][CH2:25][C@H:24]([NH:27][C:30](=[O:31])[N:29]([CH3:33])[CH3:28])[CH2:23][CH2:22]4)[CH2:15][CH2:14]3)[C:7]=2[CH2:6][CH2:5]1, predict the reactants needed to synthesize it.